Task: Predict the product of the given reaction.. Dataset: Forward reaction prediction with 1.9M reactions from USPTO patents (1976-2016) (1) Given the reactants [C:1]([C:3]1[C:8]([F:9])=[CH:7][CH:6]=[CH:5][C:4]=1[S:10](Cl)(=[O:12])=[O:11])#[N:2].[S:14]1[CH2:18][CH2:17][NH:16][CH2:15]1, predict the reaction product. The product is: [F:9][C:8]1[CH:7]=[CH:6][CH:5]=[C:4]([S:10]([N:16]2[CH2:17][CH2:18][S:14][CH2:15]2)(=[O:12])=[O:11])[C:3]=1[C:1]#[N:2]. (2) Given the reactants [CH2:1]([O:3][C:4]1[CH:13]=[C:12]2[C:7]([C:8]([CH3:16])=[CH:9][C:10]([CH3:15])([CH3:14])[O:11]2)=[CH:6][C:5]=1/[C:17](/[CH2:29][CH3:30])=[CH:18]\[CH:19]=[CH:20]\[C:21](\[CH3:28])=[CH:22]\[C:23]([O:25]CC)=[O:24])[CH3:2].[OH-].[Na+], predict the reaction product. The product is: [CH2:1]([O:3][C:4]1[CH:13]=[C:12]2[C:7]([C:8]([CH3:16])=[CH:9][C:10]([CH3:15])([CH3:14])[O:11]2)=[CH:6][C:5]=1/[C:17](/[CH2:29][CH3:30])=[CH:18]\[CH:19]=[CH:20]\[C:21](\[CH3:28])=[CH:22]\[C:23]([OH:25])=[O:24])[CH3:2]. (3) Given the reactants FC(F)(F)C(O)=O.C(OC([N:15](C(OC(C)(C)C)=O)[C:16]1[N:32]=[C:19]2[CH:20]=[CH:21][CH:22]=[C:23]([CH2:24][N:25]3[CH2:30][CH2:29][NH:28][C:27](=[O:31])[CH2:26]3)[N:18]2[N:17]=1)=O)(C)(C)C, predict the reaction product. The product is: [NH2:15][C:16]1[N:32]=[C:19]2[CH:20]=[CH:21][CH:22]=[C:23]([CH2:24][N:25]3[CH2:30][CH2:29][NH:28][C:27](=[O:31])[CH2:26]3)[N:18]2[N:17]=1. (4) Given the reactants [CH3:1][C:2]1[CH:9]=[CH:8][C:5]([C:6]#[N:7])=[CH:4][N:3]=1.C1C(=O)N([Br:17])C(=O)C1.CC(N=NC(C#N)(C)C)(C#N)C, predict the reaction product. The product is: [Br:17][CH2:1][C:2]1[N:3]=[CH:4][C:5]([C:6]#[N:7])=[CH:8][CH:9]=1. (5) Given the reactants [C:1]([O:5][C:6]([N:8]1[CH2:14][CH2:13][C:12]2[CH:15]=[C:16]([N+:19]([O-])=O)[CH:17]=[CH:18][C:11]=2[CH2:10][CH2:9]1)=[O:7])([CH3:4])([CH3:3])[CH3:2].[H][H], predict the reaction product. The product is: [NH2:19][C:16]1[CH:17]=[CH:18][C:11]2[CH2:10][CH2:9][N:8]([C:6]([O:5][C:1]([CH3:2])([CH3:4])[CH3:3])=[O:7])[CH2:14][CH2:13][C:12]=2[CH:15]=1. (6) Given the reactants [C:1]([O:11][CH:12]([CH3:14])[CH3:13])(=[O:10])/[CH:2]=[CH:3]/[C:4]([O:6][CH:7]([CH3:9])[CH3:8])=[O:5].[C:15]([O:25][CH3:26])(=[O:24])[CH:16]=[CH:17][C:18]1[CH:23]=[CH:22][CH:21]=[CH:20][CH:19]=1.C(OCCCCOC(=O)C(C)=C)(=O)C(C)=C.C(OOOC(C)(C)C)(=O)C(C)(C)C, predict the reaction product. The product is: [C:4]([O:6][CH:7]([CH3:9])[CH3:8])(=[O:5])/[CH:3]=[CH:2]/[C:1]([O:11][CH:12]([CH3:14])[CH3:13])=[O:10].[C:15]([O:25][CH3:26])(=[O:24])[CH:16]=[CH:17][C:18]1[CH:19]=[CH:20][CH:21]=[CH:22][CH:23]=1. (7) The product is: [F:1][C:2]1[CH:7]=[CH:6][C:5]([CH3:8])=[CH:4][C:3]=1[C:9]1[O:13][N:12]=[C:11]([CH:14]([O:16][S:25]([CH3:24])(=[O:27])=[O:26])[CH3:15])[CH:10]=1. Given the reactants [F:1][C:2]1[CH:7]=[CH:6][C:5]([CH3:8])=[CH:4][C:3]=1[C:9]1[O:13][N:12]=[C:11]([CH:14]([OH:16])[CH3:15])[CH:10]=1.C(N(CC)CC)C.[CH3:24][S:25](Cl)(=[O:27])=[O:26], predict the reaction product.